From a dataset of Forward reaction prediction with 1.9M reactions from USPTO patents (1976-2016). Predict the product of the given reaction. (1) Given the reactants C[O:2][C:3](=[O:35])[CH:4]([O:32][CH2:33][CH3:34])[CH2:5][C:6]1[CH:11]=[CH:10][C:9]([CH2:12][CH2:13][N:14]([C:22]([CH:24]2[CH2:31][C:30]3[CH:29]=[CH:28][CH:27]=[CH:26][C:25]2=3)=[O:23])[CH2:15][CH2:16][CH2:17][CH2:18][CH2:19][CH2:20][CH3:21])=[CH:8][CH:7]=1.[Li+].[OH-], predict the reaction product. The product is: [C:30]12[CH2:31][CH:24]([C:22]([N:14]([CH2:15][CH2:16][CH2:17][CH2:18][CH2:19][CH2:20][CH3:21])[CH2:13][CH2:12][C:9]3[CH:8]=[CH:7][C:6]([CH2:5][CH:4]([O:32][CH2:33][CH3:34])[C:3]([OH:35])=[O:2])=[CH:11][CH:10]=3)=[O:23])[C:25]=1[CH:26]=[CH:27][CH:28]=[CH:29]2. (2) Given the reactants [CH3:1][C:2]1[CH:3]=[C:4]([C:19]2[S:23][C:22]([C:24]([C:26]3[CH:35]=[CH:34][C:29]([C:30]([O:32][CH3:33])=[O:31])=[CH:28][CH:27]=3)=[CH2:25])=[N:21][CH:20]=2)[CH:5]=[C:6]([NH:8][C:9]2[N:14]=[C:13]([C:15]([F:18])([F:17])[F:16])[CH:12]=[CH:11][N:10]=2)[CH:7]=1.[OH2:36].Cl.CC(C)=[O:40], predict the reaction product. The product is: [OH:36][C:24]([C:26]1[CH:27]=[CH:28][C:29]([C:30]([O:32][CH3:33])=[O:31])=[CH:34][CH:35]=1)([C:22]1[S:23][C:19]([C:4]2[CH:5]=[C:6]([NH:8][C:9]3[N:14]=[C:13]([C:15]([F:18])([F:17])[F:16])[CH:12]=[CH:11][N:10]=3)[CH:7]=[C:2]([CH3:1])[CH:3]=2)=[CH:20][N:21]=1)[CH2:25][OH:40]. (3) Given the reactants [Si:1]([O:18][C:19]1[CH:26]=[CH:25][C:22](C=O)=[C:21]([Cl:27])[CH:20]=1)([C:14]([CH3:17])([CH3:16])[CH3:15])([C:8]1[CH:13]=[CH:12][CH:11]=[CH:10][CH:9]=1)[C:2]1[CH:7]=[CH:6][CH:5]=[CH:4][CH:3]=1.ClC1C=CC=C([C:35]([O:37]O)=[O:36])C=1, predict the reaction product. The product is: [CH:35]([O:37][C:22]1[CH:25]=[CH:26][C:19]([O:18][Si:1]([C:14]([CH3:17])([CH3:15])[CH3:16])([C:2]2[CH:7]=[CH:6][CH:5]=[CH:4][CH:3]=2)[C:8]2[CH:13]=[CH:12][CH:11]=[CH:10][CH:9]=2)=[CH:20][C:21]=1[Cl:27])=[O:36].